This data is from Catalyst prediction with 721,799 reactions and 888 catalyst types from USPTO. The task is: Predict which catalyst facilitates the given reaction. (1) Reactant: N(C(OCCOC)=O)=NC(OCCOC)=O.[CH3:17][C:18]1[CH:23]=[C:22]([N+:24]([O-:26])=[O:25])[C:21]([CH3:27])=[CH:20][C:19]=1[OH:28].[CH:29]1([CH2:32]O)[CH2:31][CH2:30]1.C1(P(C2C=CC=CC=2)C2C=CC=CC=2)C=CC=CC=1.C(=O)(O)[O-].[Na+]. Product: [CH:29]1([CH2:32][O:28][C:19]2[CH:20]=[C:21]([CH3:27])[C:22]([N+:24]([O-:26])=[O:25])=[CH:23][C:18]=2[CH3:17])[CH2:31][CH2:30]1. The catalyst class is: 11. (2) Reactant: [Cl:1][C:2]1[C:7]([N:8]2[CH2:12][CH2:11][CH2:10][CH2:9]2)=[CH:6][CH:5]=[CH:4][C:3]=1[C:13]1[O:14][C:15]2[C:20]([C:21](=[O:23])[CH:22]=1)=[C:19]([O:24]C)[CH:18]=[C:17]([O:26]C)[C:16]=2[C@@H:28]1[CH2:32][CH2:31][N:30]([CH3:33])[C@H:29]1[CH2:34][OH:35].Cl.N1C=CC=CC=1.C([O-])([O-])=O.[Na+].[Na+]. Product: [Cl:1][C:2]1[C:7]([N:8]2[CH2:9][CH2:10][CH2:11][CH2:12]2)=[CH:6][CH:5]=[CH:4][C:3]=1[C:13]1[O:14][C:15]2[C:20]([C:21](=[O:23])[CH:22]=1)=[C:19]([OH:24])[CH:18]=[C:17]([OH:26])[C:16]=2[C@@H:28]1[CH2:32][CH2:31][N:30]([CH3:33])[C@H:29]1[CH2:34][OH:35]. The catalyst class is: 5. (3) Reactant: C(O[C:4](=O)[CH:5]([CH2:11][CH2:12][CH3:13])[C:6]([O:8]CC)=[O:7])C.[CH3:15][CH2:16][O-].[Na+].BrCC1C=[CH:29][C:28]2[C:23](=[CH:24][CH:25]=[CH:26][CH:27]=2)[C:22]=1[C:31]1[C:32]2[C:37]([C:38]3[CH:39]=[CH:40][CH:41]=[CH:42][C:43]=3[CH:44]=1)=[CH:36][CH:35]=[CH:34][CH:33]=2.C1(C)C=CC=CC=1. Product: [CH:42]1[C:43]2[CH:44]=[C:31]([C:22]3[C:23]4[C:28](=[CH:27][CH:26]=[CH:25][CH:24]=4)[CH:29]=[CH:13][C:12]=3[CH2:11][CH:5]([CH2:4][CH2:15][CH3:16])[C:6]([OH:8])=[O:7])[C:32]3[C:37](=[CH:36][CH:35]=[CH:34][CH:33]=3)[C:38]=2[CH:39]=[CH:40][CH:41]=1. The catalyst class is: 8. (4) Reactant: [Si]([O:8][C:9]1[CH:14]=[CH:13][C:12]([S:15]([N:18]2[CH2:22][CH2:21][CH2:20][CH2:19]2)(=[O:17])=[O:16])=[CH:11][C:10]=1[NH2:23])(C(C)(C)C)(C)C.N1C=CC=CC=1.[CH2:30]([O:37][C:38]1[C:46]([Cl:47])=[CH:45][C:41]([C:42](Cl)=[O:43])=[CH:40][C:39]=1[Cl:48])[C:31]1[CH:36]=[CH:35][CH:34]=[CH:33][CH:32]=1. Product: [CH2:30]([O:37][C:38]1[C:39]([Cl:48])=[CH:40][C:41]([C:42]([NH:23][C:10]2[CH:11]=[C:12]([S:15]([N:18]3[CH2:19][CH2:20][CH2:21][CH2:22]3)(=[O:16])=[O:17])[CH:13]=[CH:14][C:9]=2[OH:8])=[O:43])=[CH:45][C:46]=1[Cl:47])[C:31]1[CH:32]=[CH:33][CH:34]=[CH:35][CH:36]=1. The catalyst class is: 2.